From a dataset of NCI-60 drug combinations with 297,098 pairs across 59 cell lines. Regression. Given two drug SMILES strings and cell line genomic features, predict the synergy score measuring deviation from expected non-interaction effect. (1) Drug 1: C1=CC(=C2C(=C1NCCNCCO)C(=O)C3=C(C=CC(=C3C2=O)O)O)NCCNCCO. Drug 2: CC1C(C(=O)NC(C(=O)N2CCCC2C(=O)N(CC(=O)N(C(C(=O)O1)C(C)C)C)C)C(C)C)NC(=O)C3=C4C(=C(C=C3)C)OC5=C(C(=O)C(=C(C5=N4)C(=O)NC6C(OC(=O)C(N(C(=O)CN(C(=O)C7CCCN7C(=O)C(NC6=O)C(C)C)C)C)C(C)C)C)N)C. Cell line: MALME-3M. Synergy scores: CSS=17.6, Synergy_ZIP=1.00, Synergy_Bliss=6.75, Synergy_Loewe=4.44, Synergy_HSA=5.95. (2) Drug 1: CN1C2=C(C=C(C=C2)N(CCCl)CCCl)N=C1CCCC(=O)O.Cl. Drug 2: CC(C)NC(=O)C1=CC=C(C=C1)CNNC.Cl. Cell line: SF-539. Synergy scores: CSS=2.48, Synergy_ZIP=-2.67, Synergy_Bliss=-2.93, Synergy_Loewe=-8.07, Synergy_HSA=-5.52. (3) Drug 1: CC1=C2C(C(=O)C3(C(CC4C(C3C(C(C2(C)C)(CC1OC(=O)C(C(C5=CC=CC=C5)NC(=O)OC(C)(C)C)O)O)OC(=O)C6=CC=CC=C6)(CO4)OC(=O)C)OC)C)OC. Drug 2: C1=CN(C(=O)N=C1N)C2C(C(C(O2)CO)O)O.Cl. Cell line: SW-620. Synergy scores: CSS=56.1, Synergy_ZIP=-3.05, Synergy_Bliss=-4.61, Synergy_Loewe=-1.12, Synergy_HSA=1.38. (4) Drug 1: COC1=CC(=CC(=C1O)OC)C2C3C(COC3=O)C(C4=CC5=C(C=C24)OCO5)OC6C(C(C7C(O6)COC(O7)C8=CC=CS8)O)O. Drug 2: CN(C(=O)NC(C=O)C(C(C(CO)O)O)O)N=O. Cell line: MALME-3M. Synergy scores: CSS=23.1, Synergy_ZIP=-7.50, Synergy_Bliss=-6.11, Synergy_Loewe=-45.9, Synergy_HSA=-4.57. (5) Drug 1: CCCS(=O)(=O)NC1=C(C(=C(C=C1)F)C(=O)C2=CNC3=C2C=C(C=N3)C4=CC=C(C=C4)Cl)F. Drug 2: CC1=C2C(C(=O)C3(C(CC4C(C3C(C(C2(C)C)(CC1OC(=O)C(C(C5=CC=CC=C5)NC(=O)C6=CC=CC=C6)O)O)OC(=O)C7=CC=CC=C7)(CO4)OC(=O)C)O)C)OC(=O)C. Cell line: RPMI-8226. Synergy scores: CSS=58.2, Synergy_ZIP=5.94, Synergy_Bliss=2.26, Synergy_Loewe=-23.1, Synergy_HSA=-2.15. (6) Drug 1: C1CN1P(=S)(N2CC2)N3CC3. Drug 2: C1C(C(OC1N2C=C(C(=O)NC2=O)F)CO)O. Cell line: LOX IMVI. Synergy scores: CSS=33.0, Synergy_ZIP=-5.22, Synergy_Bliss=1.56, Synergy_Loewe=2.45, Synergy_HSA=5.17. (7) Drug 1: CC(C)(C#N)C1=CC(=CC(=C1)CN2C=NC=N2)C(C)(C)C#N. Drug 2: CCC1=C2CN3C(=CC4=C(C3=O)COC(=O)C4(CC)O)C2=NC5=C1C=C(C=C5)O. Cell line: MDA-MB-231. Synergy scores: CSS=13.3, Synergy_ZIP=-0.916, Synergy_Bliss=0.128, Synergy_Loewe=-19.7, Synergy_HSA=-4.53.